Dataset: Forward reaction prediction with 1.9M reactions from USPTO patents (1976-2016). Task: Predict the product of the given reaction. (1) Given the reactants COC1C=CC(C[N:8]2[C:12]3=[N:13][CH:14]=[C:15]([NH:17][C:18]4[CH:23]=[CH:22][C:21]([CH2:24][N:25]5[CH2:30][CH2:29][N:28]([CH3:31])[CH2:27][CH2:26]5)=[CH:20][CH:19]=4)[CH:16]=[C:11]3[C:10]([CH3:32])=[N:9]2)=CC=1.FC(F)(F)C(O)=O, predict the reaction product. The product is: [CH3:32][C:10]1[C:11]2[C:12](=[N:13][CH:14]=[C:15]([NH:17][C:18]3[CH:23]=[CH:22][C:21]([CH2:24][N:25]4[CH2:26][CH2:27][N:28]([CH3:31])[CH2:29][CH2:30]4)=[CH:20][CH:19]=3)[CH:16]=2)[NH:8][N:9]=1. (2) Given the reactants [NH2:1][C:2]1[CH:12]=[CH:11][C:5]([C:6]([O:8][CH2:9][CH3:10])=[O:7])=[CH:4][CH:3]=1.N1C=CC=CC=1.[Cl:19][CH2:20][CH2:21][CH2:22][N:23]=[C:24]=[O:25].O, predict the reaction product. The product is: [Cl:19][CH2:20][CH2:21][CH2:22][NH:23][C:24](=[O:25])[NH:1][C:2]1[CH:3]=[CH:4][C:5]([C:6]([O:8][CH2:9][CH3:10])=[O:7])=[CH:11][CH:12]=1. (3) Given the reactants [C:1]([O:5][C:6]([NH:8][CH2:9][CH2:10][C:11]([OH:13])=[O:12])=[O:7])([CH3:4])([CH3:3])[CH3:2].[C:14]1(O)[CH:19]=[CH:18][CH:17]=[CH:16][CH:15]=1.C(OC(NCCCC(OC1C(C)=CC=CC=1C)=O)=O)(C)(C)C, predict the reaction product. The product is: [C:1]([O:5][C:6]([NH:8][CH2:9][CH2:10][C:11]([O:13][C:14]1[CH:19]=[CH:18][CH:17]=[CH:16][CH:15]=1)=[O:12])=[O:7])([CH3:4])([CH3:2])[CH3:3]. (4) Given the reactants [OH:1][C:2]1[CH:11]=[C:10]2[C:5]([CH:6]=[CH:7][C:8]([O:12][CH:13]([CH2:18][CH3:19])[C:14]([O:16][CH3:17])=[O:15])=[CH:9]2)=[CH:4][CH:3]=1.I[CH2:21][CH3:22].C(=O)([O-])[O-].[K+].[K+], predict the reaction product. The product is: [CH2:21]([O:1][C:2]1[CH:11]=[C:10]2[C:5]([CH:6]=[CH:7][C:8]([O:12][CH:13]([CH2:18][CH3:19])[C:14]([O:16][CH3:17])=[O:15])=[CH:9]2)=[CH:4][CH:3]=1)[CH3:22].